This data is from Forward reaction prediction with 1.9M reactions from USPTO patents (1976-2016). The task is: Predict the product of the given reaction. (1) Given the reactants FC(F)(F)S(O[C:7]1[CH:8]=[CH:9][CH:10]=[C:11]2[C:16]=1[CH:15]=[C:14]([C:17]([O:19][CH3:20])=[O:18])[CH:13]=[CH:12]2)(=O)=O.[Cl:23][C:24]1[CH:29]=[CH:28][CH:27]=[C:26]([F:30])[C:25]=1OB(O)O.C(N(CC)CC)C, predict the reaction product. The product is: [Cl:23][C:24]1[CH:29]=[CH:28][CH:27]=[C:26]([F:30])[C:25]=1[C:7]1[CH:8]=[CH:9][CH:10]=[C:11]2[C:16]=1[CH:15]=[C:14]([C:17]([O:19][CH3:20])=[O:18])[CH:13]=[CH:12]2. (2) Given the reactants [NH2:1][C:2]1[C:7]([C:8]#[N:9])=[C:6]([C:10]2[CH:15]=[CH:14][C:13]([O:16][CH2:17][C@@H:18]3[CH2:22][O:21][C:20]([CH3:24])([CH3:23])[O:19]3)=[CH:12][CH:11]=2)[C:5]([C:25]#[N:26])=[C:4]([SH:27])[N:3]=1.Cl[CH2:29][C:30]1[N:31]=[C:32]([C:35]2[CH:40]=[CH:39][C:38]([Cl:41])=[CH:37][CH:36]=2)[O:33][CH:34]=1.C(=O)(O)[O-].[Na+], predict the reaction product. The product is: [NH2:1][C:2]1[C:7]([C:8]#[N:9])=[C:6]([C:10]2[CH:15]=[CH:14][C:13]([O:16][CH2:17][C@@H:18]3[CH2:22][O:21][C:20]([CH3:23])([CH3:24])[O:19]3)=[CH:12][CH:11]=2)[C:5]([C:25]#[N:26])=[C:4]([S:27][CH2:29][C:30]2[N:31]=[C:32]([C:35]3[CH:40]=[CH:39][C:38]([Cl:41])=[CH:37][CH:36]=3)[O:33][CH:34]=2)[N:3]=1. (3) Given the reactants [CH2:1]([N:8]1[C:16]2[C:11](=[N:12][C:13](Cl)=[CH:14][CH:15]=2)[CH:10]=[C:9]1[C:18]1[N:19]=[CH:20][S:21][CH:22]=1)[C:2]1[CH:7]=[CH:6][CH:5]=[CH:4][CH:3]=1.[NH:23]([C:32](OC(C)(C)C)=O)[NH:24]C(OC(C)(C)C)=O.[C:39]([O-])([O-])=O.[Cs+].[Cs+], predict the reaction product. The product is: [CH2:1]([N:8]1[C:16]2[CH:15]=[CH:14][C:13]3[N:12]([C:32]([CH3:39])=[N:23][N:24]=3)[C:11]=2[CH:10]=[C:9]1[C:18]1[N:19]=[CH:20][S:21][CH:22]=1)[C:2]1[CH:7]=[CH:6][CH:5]=[CH:4][CH:3]=1.